This data is from Forward reaction prediction with 1.9M reactions from USPTO patents (1976-2016). The task is: Predict the product of the given reaction. Given the reactants Br[C:2]1[C:3]([O:8][CH3:9])=[N:4][N:5]([CH3:7])[CH:6]=1.[Cl:10][C:11]1[C:16]([F:17])=[CH:15][CH:14]=[C:13]([O:18][CH3:19])[C:12]=1[C@H:20]([C:22]1[C:30]2[C:25](=[N:26][CH:27]=[C:28](B3OC(C)(C)C(C)(C)O3)[CH:29]=2)[NH:24][CH:23]=1)[CH3:21].C(=O)([O-])[O-].[K+].[K+], predict the reaction product. The product is: [Cl:10][C:11]1[C:16]([F:17])=[CH:15][CH:14]=[C:13]([O:18][CH3:19])[C:12]=1[C@H:20]([C:22]1[C:30]2[C:25](=[N:26][CH:27]=[C:28]([C:2]3[C:3]([O:8][CH3:9])=[N:4][N:5]([CH3:7])[CH:6]=3)[CH:29]=2)[NH:24][CH:23]=1)[CH3:21].